From a dataset of Full USPTO retrosynthesis dataset with 1.9M reactions from patents (1976-2016). Predict the reactants needed to synthesize the given product. (1) The reactants are: [Cl:1][C:2]1[CH:3]=[C:4]([C@H:9]2[C@H:13]([NH:14][CH:15]([CH3:17])[CH3:16])[CH2:12][N:11]([C:18]([CH:20]3[CH2:25][CH2:24][N:23]([C:26]([C:28]4([CH3:31])[CH2:30][CH2:29]4)=[O:27])[CH2:22][CH2:21]3)=[O:19])[CH2:10]2)[CH:5]=[CH:6][C:7]=1[Cl:8].Cl[C:33]([O:35][C:36]1[CH:41]=[CH:40][C:39]([F:42])=[CH:38][CH:37]=1)=[O:34]. Given the product [F:42][C:39]1[CH:40]=[CH:41][C:36]([O:35][C:33](=[O:34])[N:14]([C@H:13]2[C@H:9]([C:4]3[CH:5]=[CH:6][C:7]([Cl:8])=[C:2]([Cl:1])[CH:3]=3)[CH2:10][N:11]([C:18]([CH:20]3[CH2:25][CH2:24][N:23]([C:26]([C:28]4([CH3:31])[CH2:30][CH2:29]4)=[O:27])[CH2:22][CH2:21]3)=[O:19])[CH2:12]2)[CH:15]([CH3:16])[CH3:17])=[CH:37][CH:38]=1, predict the reactants needed to synthesize it. (2) Given the product [CH:9]1([C:13]2[CH:18]=[CH:17][C:16]([C:5]3[N:6]=[CH:7][C:2]([NH2:1])=[N:3][CH:4]=3)=[C:15]([F:22])[C:14]=2[O:23][CH3:24])[CH2:10][CH2:11][CH2:12]1, predict the reactants needed to synthesize it. The reactants are: [NH2:1][C:2]1[CH:7]=[N:6][C:5](Br)=[CH:4][N:3]=1.[CH:9]1([C:13]2[CH:18]=[CH:17][C:16](B(O)O)=[C:15]([F:22])[C:14]=2[O:23][CH3:24])[CH2:12][CH2:11][CH2:10]1.C([O-])([O-])=O.[K+].[K+]. (3) Given the product [C:1]([C:4]1[C:22](=[O:23])[C@@:8]2([CH3:24])[C:9]3[C:15]([OH:16])=[CH:14][C:13]([O:17][CH3:18])=[C:12]([C:19]([NH:21][CH2:30][C:29]4[C:28]([CH2:26][CH3:27])=[CH:35][C:34]([CH2:36][CH3:37])=[CH:33][C:32]=4[CH2:38][CH3:39])=[O:20])[C:10]=3[O:11][C:7]2=[CH:6][C:5]=1[OH:25])(=[O:3])[CH3:2], predict the reactants needed to synthesize it. The reactants are: [C:1]([C:4]1[C:22](=[O:23])[C@@:8]2([CH3:24])[C:9]3[C:15]([OH:16])=[CH:14][C:13]([O:17][CH3:18])=[C:12]([C:19]([NH2:21])=[O:20])[C:10]=3[O:11][C:7]2=[CH:6][C:5]=1[OH:25])(=[O:3])[CH3:2].[CH2:26]([C:28]1[CH:35]=[C:34]([CH2:36][CH3:37])[CH:33]=[C:32]([CH2:38][CH3:39])[C:29]=1[CH:30]=O)[CH3:27].C([SiH](CC)CC)C.FC(F)(F)C(O)=O.